This data is from Full USPTO retrosynthesis dataset with 1.9M reactions from patents (1976-2016). The task is: Predict the reactants needed to synthesize the given product. (1) Given the product [Cl:1][C:2]1[CH:8]=[CH:7][C:5]2[O:6][C@@H:19]([CH2:20][OH:21])[CH2:18][O:9][C:4]=2[CH:3]=1, predict the reactants needed to synthesize it. The reactants are: [Cl:1][C:2]1[CH:3]=[C:4]([OH:9])[C:5](=[CH:7][CH:8]=1)[OH:6].[O-]P([O-])([O-])=O.[K+].[K+].[K+].[CH2:18](OS(C1C=CC=C([N+]([O-])=O)C=1)(=O)=O)[C@@H:19]1[O:21][CH2:20]1.C(O)(=O)C.[Cl-].[Na+]. (2) Given the product [CH2:33]1[C:34]2[C:30](=[CH:29][C:28]([NH:27][C:25](=[O:26])[CH2:24][CH2:23][CH2:22][CH2:21][S:12][C:6]3[N:5]([C:13]4[CH:18]=[CH:17][CH:16]=[CH:15][CH:14]=4)[C:4](=[O:19])[C:3]4[C:8](=[CH:9][CH:10]=[CH:11][C:2]=4[F:1])[N:7]=3)=[CH:36][CH:35]=2)[CH2:31][CH2:32]1, predict the reactants needed to synthesize it. The reactants are: [F:1][C:2]1[CH:11]=[CH:10][CH:9]=[C:8]2[C:3]=1[C:4](=[O:19])[N:5]([C:13]1[CH:18]=[CH:17][CH:16]=[CH:15][CH:14]=1)[C:6]([SH:12])=[N:7]2.Cl[CH2:21][CH2:22][CH2:23][CH2:24][C:25]([NH:27][C:28]1[CH:29]=[C:30]2[C:34](=[CH:35][CH:36]=1)[CH2:33][CH2:32][CH2:31]2)=[O:26]. (3) Given the product [NH2:1][C:2]1[N:7]=[CH:6][N:5]=[C:4]2[N:8]([CH2:25][C@@H:26]3[CH2:30][CH2:29][CH2:28][N:27]3[C:31](=[O:35])[C:32]([C:33]#[N:34])=[CH:49][C:45]([N:37]([CH3:36])[C:38](=[O:44])[O:39][C:40]([CH3:43])([CH3:42])[CH3:41])([CH3:46])[CH3:48])[N:9]=[C:10]([C:11]3[CH:16]=[CH:15][C:14]([O:17][C:18]4[CH:19]=[CH:20][CH:21]=[CH:22][CH:23]=4)=[CH:13][C:12]=3[F:24])[C:3]=12, predict the reactants needed to synthesize it. The reactants are: [NH2:1][C:2]1[N:7]=[CH:6][N:5]=[C:4]2[N:8]([CH2:25][C@@H:26]3[CH2:30][CH2:29][CH2:28][N:27]3[C:31](=[O:35])[CH2:32][C:33]#[N:34])[N:9]=[C:10]([C:11]3[CH:16]=[CH:15][C:14]([O:17][C:18]4[CH:23]=[CH:22][CH:21]=[CH:20][CH:19]=4)=[CH:13][C:12]=3[F:24])[C:3]=12.[CH3:36][N:37]([C:45]([CH3:49])([CH3:48])[CH:46]=O)[C:38](=[O:44])[O:39][C:40]([CH3:43])([CH3:42])[CH3:41].N1CCCCC1. (4) Given the product [Cl:1][C:2]1[CH:3]=[C:4]([C:5]2([OH:7])[CH2:18][CH2:17]2)[CH:9]=[CH:10][CH:11]=1, predict the reactants needed to synthesize it. The reactants are: [Cl:1][C:2]1[CH:3]=[C:4]([CH:9]=[CH:10][CH:11]=1)[C:5]([O:7]C)=O.ICI.[Sm].O1CC[CH2:18][CH2:17]1. (5) Given the product [F:23][C:24]1[CH:29]=[CH:28][CH:27]=[CH:26][C:25]=1[N:30]1[CH2:35][CH2:34][N:33]([CH2:21][CH2:20][CH2:19][C:10]2[CH:9]=[C:8]([C:5]3[CH:6]=[CH:7][C:2]([F:1])=[CH:3][CH:4]=3)[N:12]([C:13]3[CH:18]=[CH:17][CH:16]=[CH:15][CH:14]=3)[N:11]=2)[CH2:32][CH2:31]1, predict the reactants needed to synthesize it. The reactants are: [F:1][C:2]1[CH:7]=[CH:6][C:5]([C:8]2[N:12]([C:13]3[CH:18]=[CH:17][CH:16]=[CH:15][CH:14]=3)[N:11]=[C:10]([CH2:19][CH2:20][CH:21]=O)[CH:9]=2)=[CH:4][CH:3]=1.[F:23][C:24]1[CH:29]=[CH:28][CH:27]=[CH:26][C:25]=1[N:30]1[CH2:35][CH2:34][NH:33][CH2:32][CH2:31]1.CCN(C(C)C)C(C)C.[BH-](OC(C)=O)(OC(C)=O)OC(C)=O.[Na+].